This data is from Reaction yield outcomes from USPTO patents with 853,638 reactions. The task is: Predict the reaction yield, written as a fraction of the theoretical maximum amount of product (1.0 means a 100% yield; for example, 0.34 means a 34% yield). The reactants are [CH3:1][O:2][C:3]1[CH:8]=[CH:7][C:6]([C:9]2[C:17]3[C:12](=[CH:13][CH:14]=[CH:15][CH:16]=3)[NH:11][C:10]=2[C:18]2[C:19]([CH3:24])=[N:20][O:21][C:22]=2[CH3:23])=[CH:5][CH:4]=1.[H-].[Na+].[CH3:27][N:28]([CH3:33])[S:29](Cl)(=[O:31])=[O:30].O. The yield is 1.00. The product is [CH3:24][C:19]1[C:18]([C:10]2[N:11]([S:29]([N:28]([CH3:33])[CH3:27])(=[O:31])=[O:30])[C:12]3[C:17]([C:9]=2[C:6]2[CH:5]=[CH:4][C:3]([O:2][CH3:1])=[CH:8][CH:7]=2)=[CH:16][CH:15]=[CH:14][CH:13]=3)=[C:22]([CH3:23])[O:21][N:20]=1. The catalyst is CN(C=O)C.